This data is from Forward reaction prediction with 1.9M reactions from USPTO patents (1976-2016). The task is: Predict the product of the given reaction. (1) Given the reactants [CH3:1][O:2][C:3](=[O:21])[CH2:4][C:5]1[CH:10]=[CH:9][C:8]([NH:11][C:12]2[CH:17]=[CH:16][CH:15]=[CH:14][C:13]=2[N+:18]([O-])=O)=[CH:7][CH:6]=1, predict the reaction product. The product is: [CH3:1][O:2][C:3](=[O:21])[CH2:4][C:5]1[CH:6]=[CH:7][C:8]([NH:11][C:12]2[CH:17]=[CH:16][CH:15]=[CH:14][C:13]=2[NH2:18])=[CH:9][CH:10]=1. (2) Given the reactants [F:1][C:2]([F:22])([F:21])[C:3]1[CH:8]=[CH:7][C:6]([C:9]2[CH:14]=[CH:13][C:12]([CH:15]([OH:20])[CH2:16][CH2:17][CH2:18][CH3:19])=[CH:11][CH:10]=2)=[CH:5][CH:4]=1.P(CCCC)(CCCC)CCCC.O[C:37]1[CH:49]=[CH:48][C:40]([O:41][CH2:42][C:43]([O:45][CH2:46][CH3:47])=[O:44])=[C:39]([CH3:50])[CH:38]=1, predict the reaction product. The product is: [CH3:50][C:39]1[CH:38]=[C:37]([O:20][CH:15]([C:12]2[CH:13]=[CH:14][C:9]([C:6]3[CH:5]=[CH:4][C:3]([C:2]([F:21])([F:22])[F:1])=[CH:8][CH:7]=3)=[CH:10][CH:11]=2)[CH2:16][CH2:17][CH2:18][CH3:19])[CH:49]=[CH:48][C:40]=1[O:41][CH2:42][C:43]([O:45][CH2:46][CH3:47])=[O:44].